This data is from Catalyst prediction with 721,799 reactions and 888 catalyst types from USPTO. The task is: Predict which catalyst facilitates the given reaction. (1) Reactant: [C:1]([C:9]1[CH:17]=[CH:16][C:12]([C:13]([OH:15])=O)=[CH:11][CH:10]=1)(=O)[C:2]1[CH:7]=[CH:6][CH:5]=[CH:4][CH:3]=1.C(N(CC)CC)C.[NH2:25][CH2:26][C:27]1[C:28]([OH:35])=[N:29][C:30]([CH3:34])=[CH:31][C:32]=1[CH3:33]. Product: [CH2:1]([C:9]1[CH:10]=[CH:11][C:12]([C:13]([NH:25][CH2:26][C:27]2[C:28]([OH:35])=[N:29][C:30]([CH3:34])=[CH:31][C:32]=2[CH3:33])=[O:15])=[CH:16][CH:17]=1)[C:2]1[CH:3]=[CH:4][CH:5]=[CH:6][CH:7]=1. The catalyst class is: 4. (2) Reactant: [H-].[Al+3].[Li+].[H-].[H-].[H-].[CH3:7][N:8]1[C:16]2[C:11](=[CH:12][C:13]([C:39]([F:42])([F:41])[F:40])=[CH:14][C:15]=2[CH2:17][O:18][CH2:19][C:20]2([C:33]3[CH:38]=[CH:37][CH:36]=[CH:35][CH:34]=3)[CH2:25][CH2:24][N:23]([C:26](OC(C)(C)C)=O)[CH2:22][CH2:21]2)[CH:10]=[CH:9]1. Product: [CH3:7][N:8]1[C:16]2[C:11](=[CH:12][C:13]([C:39]([F:41])([F:42])[F:40])=[CH:14][C:15]=2[CH2:17][O:18][CH2:19][C:20]2([C:33]3[CH:38]=[CH:37][CH:36]=[CH:35][CH:34]=3)[CH2:21][CH2:22][N:23]([CH3:26])[CH2:24][CH2:25]2)[CH:10]=[CH:9]1. The catalyst class is: 7. (3) Reactant: [CH:1]([Si:4](Cl)([CH:8]([CH3:10])[CH3:9])[CH:5]([CH3:7])[CH3:6])([CH3:3])[CH3:2].[NH2:12][C:13]1[N:17]([C:18]2[CH:19]=[C:20]([OH:24])[CH:21]=[CH:22][CH:23]=2)[N:16]=[C:15]([C:25]([CH3:28])([CH3:27])[CH3:26])[CH:14]=1.N1C=CN=C1. Product: [C:25]([C:15]1[CH:14]=[C:13]([NH2:12])[N:17]([C:18]2[CH:23]=[CH:22][CH:21]=[C:20]([O:24][Si:4]([CH:8]([CH3:10])[CH3:9])([CH:5]([CH3:7])[CH3:6])[CH:1]([CH3:3])[CH3:2])[CH:19]=2)[N:16]=1)([CH3:28])([CH3:26])[CH3:27]. The catalyst class is: 3. (4) Reactant: [CH2:1]([N:3]1[C:8](=[O:9])[CH2:7][C:6](=[O:10])[N:5]([CH2:11][C:12]2[CH:17]=[CH:16][CH:15]=[CH:14][CH:13]=2)[C:4]1=[O:18])[CH3:2].C(N(C(C)C)CC)(C)C.[N:28]([CH2:31][C:32]([O:34]CC)=[O:33])=[C:29]=[O:30]. Product: [CH2:1]([N:3]1[C:8]([OH:9])=[C:7]([C:29]([NH:28][CH2:31][C:32]([OH:34])=[O:33])=[O:30])[C:6](=[O:10])[N:5]([CH2:11][C:12]2[CH:17]=[CH:16][CH:15]=[CH:14][CH:13]=2)[C:4]1=[O:18])[CH3:2]. The catalyst class is: 22. (5) Reactant: [C:1]([Si:5]([O:8]/[C:9](/[C:12]1[CH:17]=[CH:16][CH:15]=[C:14](Cl)[CH:13]=1)=[CH:10]\[CH3:11])([CH3:7])[CH3:6])([CH3:4])([CH3:3])[CH3:2].[F:19]CCC(C1C=CC=CC=1)=O.[Si](OS(C(F)(F)F)(=O)=O)(C(C)(C)C)(C)C.CCN(CC)CC. Product: [C:1]([Si:5]([O:8]/[C:9](/[C:12]1[CH:17]=[CH:16][CH:15]=[C:14]([F:19])[CH:13]=1)=[CH:10]\[CH3:11])([CH3:7])[CH3:6])([CH3:4])([CH3:3])[CH3:2]. The catalyst class is: 2. (6) Product: [O:19]=[C:13]1[CH:12]([N:5]2[C:4](=[O:20])[C:3]3[C:7](=[CH:8][CH:9]=[CH:10][C:2]=3[NH:1][C:24](=[O:25])[C:23]3[CH:27]=[CH:28][CH:29]=[CH:30][C:22]=3[F:21])[C:6]2=[O:11])[CH2:17][CH2:16][C:15](=[O:18])[NH:14]1. Reactant: [NH2:1][C:2]1[CH:10]=[CH:9][CH:8]=[C:7]2[C:3]=1[C:4](=[O:20])[N:5]([CH:12]1[CH2:17][CH2:16][C:15](=[O:18])[NH:14][C:13]1=[O:19])[C:6]2=[O:11].[F:21][C:22]1[CH:30]=[CH:29][CH:28]=[CH:27][C:23]=1[C:24](Cl)=[O:25].CO. The catalyst class is: 1.